Dataset: Full USPTO retrosynthesis dataset with 1.9M reactions from patents (1976-2016). Task: Predict the reactants needed to synthesize the given product. (1) Given the product [Cl:1][C:2]1[N:10]=[C:9]([Cl:11])[CH:8]=[CH:7][C:3]=1[C:4]([O:6][C:13]([CH3:15])([CH3:14])[CH3:12])=[O:5], predict the reactants needed to synthesize it. The reactants are: [Cl:1][C:2]1[N:10]=[C:9]([Cl:11])[CH:8]=[CH:7][C:3]=1[C:4]([OH:6])=[O:5].[CH3:12][C:13](OC(OC(O[C:13]([CH3:15])([CH3:14])[CH3:12])=O)=O)([CH3:15])[CH3:14]. (2) Given the product [CH2:1]([N:8]1[CH2:13][CH2:12][N:11]([C:14]2[CH:19]=[CH:18][C:17]([NH2:20])=[CH:16][N:15]=2)[CH2:10][CH2:9]1)[C:2]1[CH:7]=[CH:6][CH:5]=[CH:4][CH:3]=1, predict the reactants needed to synthesize it. The reactants are: [CH2:1]([N:8]1[CH2:13][CH2:12][N:11]([C:14]2[CH:19]=[CH:18][C:17]([N+:20]([O-])=O)=[CH:16][N:15]=2)[CH2:10][CH2:9]1)[C:2]1[CH:7]=[CH:6][CH:5]=[CH:4][CH:3]=1.O.O.Cl[Sn]Cl. (3) Given the product [NH2:1][C:2]1[N:7]=[CH:6][N:5]=[C:4]2[N:8]([CH:12]([C:14]3[CH:21]=[C:20]([Cl:22])[C:17]([C:18]#[N:19])=[C:16]([CH:23]4[CH2:26][N:25]([CH2:27][CH:28]([OH:30])[CH3:29])[CH2:24]4)[C:15]=3[O:31][CH3:32])[CH3:13])[N:9]=[C:10]([CH3:11])[C:3]=12, predict the reactants needed to synthesize it. The reactants are: [NH2:1][C:2]1[N:7]=[CH:6][N:5]=[C:4]2[N:8]([C@@H:12]([C:14]3[CH:21]=[C:20]([Cl:22])[C:17]([C:18]#[N:19])=[C:16]([CH:23]4[CH2:26][N:25]([CH2:27][C@@H:28]([OH:30])[CH3:29])[CH2:24]4)[C:15]=3[O:31][CH3:32])[CH3:13])[N:9]=[C:10]([CH3:11])[C:3]=12.COC1C=C(C=CC=1)C#N.NC1N=CN=C2N([C@@H](C3C=C(Cl)C(C#N)=C(C4CN(C[C@H](O)C)C4)C=3OC)C)N=C(C)C=12. (4) Given the product [CH2:1]([C@H:8]1[CH2:12][O:11][C:10](=[O:13])[N:9]1[C:26](=[O:27])[CH2:25][CH2:24][CH:19]1[CH2:23][CH2:22][CH2:21][CH2:20]1)[C:2]1[CH:3]=[CH:4][CH:5]=[CH:6][CH:7]=1, predict the reactants needed to synthesize it. The reactants are: [CH2:1]([C@H:8]1[CH2:12][O:11][C:10](=[O:13])[NH:9]1)[C:2]1[CH:7]=[CH:6][CH:5]=[CH:4][CH:3]=1.[Li]CCCC.[CH:19]1([CH2:24][CH2:25][C:26](Cl)=[O:27])[CH2:23][CH2:22][CH2:21][CH2:20]1. (5) Given the product [C:48]([C:43]1([OH:47])[CH2:44][CH2:45][CH2:46][CH:41]([NH:40][C:17]([C:14]2[CH:15]=[C:16]3[C:11](=[CH:12][CH:13]=2)[N:10]([C:20]([C:27]2[CH:32]=[CH:31][CH:30]=[CH:29][CH:28]=2)([C:21]2[CH:22]=[CH:23][CH:24]=[CH:25][CH:26]=2)[C:33]2[CH:34]=[CH:35][CH:36]=[CH:37][CH:38]=2)[N:9]=[C:8]3[C:6]2[CH:5]=[CH:4][N:3]=[C:2]([CH3:1])[CH:7]=2)=[O:18])[CH2:42]1)(=[O:49])[C:50]1[CH:51]=[CH:52][CH:53]=[CH:54][CH:55]=1, predict the reactants needed to synthesize it. The reactants are: [CH3:1][C:2]1[CH:7]=[C:6]([C:8]2[C:16]3[C:11](=[CH:12][CH:13]=[C:14]([C:17](O)=[O:18])[CH:15]=3)[N:10]([C:20]([C:33]3[CH:38]=[CH:37][CH:36]=[CH:35][CH:34]=3)([C:27]3[CH:32]=[CH:31][CH:30]=[CH:29][CH:28]=3)[C:21]3[CH:26]=[CH:25][CH:24]=[CH:23][CH:22]=3)[N:9]=2)[CH:5]=[CH:4][N:3]=1.Cl.[NH2:40][CH:41]1[CH2:46][CH2:45][CH2:44][C:43]([C:48]([C:50]2[CH:55]=[CH:54][CH:53]=[CH:52][CH:51]=2)=[O:49])([OH:47])[CH2:42]1.CN(C(ON1N=NC2C=CC=NC1=2)=[N+](C)C)C.F[P-](F)(F)(F)(F)F.CCN(C(C)C)C(C)C. (6) Given the product [CH2:30]([CH:24]1[C:25]2=[N:1][C:2]3[N:6]([CH3:7])[N:5]=[CH:4][C:3]=3[C:13](=[O:14])[N:15]2[CH2:38][CH2:37][N:23]1[CH3:21])[C:31]1[CH:32]=[CH:33][CH:34]=[CH:35][CH:36]=1, predict the reactants needed to synthesize it. The reactants are: [NH2:1][C:2]1[N:6]([C:7]2C=CC=CC=2)[N:5]=[CH:4][C:3]=1[C:13]([NH2:15])=[O:14].C(O[C:21]([NH:23][CH:24]([CH2:30][C:31]1[CH:36]=[CH:35][CH:34]=[CH:33][CH:32]=1)[C:25](OCC)=O)=O)(C)(C)C.[C:37](OC(NCC(OCC)=O)=O)(C)(C)[CH3:38]. (7) Given the product [CH2:3]([O:5][C:6]1[CH:7]=[C:8]([CH:9]=[CH:16][C:17](=[O:18])[CH3:19])[CH:11]=[CH:12][C:13]=1[OH:14])[CH3:4], predict the reactants needed to synthesize it. The reactants are: [OH-].[Na+].[CH2:3]([O:5][C:6]1[CH:7]=[C:8]([CH:11]=[CH:12][C:13]=1[OH:14])[CH:9]=O)[CH3:4].Cl.[CH3:16][C:17]([CH3:19])=[O:18]. (8) Given the product [OH:9][C@@H:6]1[CH2:7][CH2:8][C@H:3]([N:2]2[CH2:11][CH2:12][C:13]3([CH2:18][CH2:17][CH2:16][N:15]([C:19]([O:21][CH2:22][C:23]4[CH:24]=[CH:25][CH:26]=[CH:27][CH:28]=4)=[O:20])[CH2:14]3)[C:29]2=[O:30])[CH2:4][CH2:5]1, predict the reactants needed to synthesize it. The reactants are: Cl.[NH2:2][C@@H:3]1[CH2:8][CH2:7][C@H:6]([OH:9])[CH2:5][CH2:4]1.O=[CH:11][CH2:12][C:13]1([C:29](OCC)=[O:30])[CH2:18][CH2:17][CH2:16][N:15]([C:19]([O:21][CH2:22][C:23]2[CH:28]=[CH:27][CH:26]=[CH:25][CH:24]=2)=[O:20])[CH2:14]1.C(N(CC)CC)C.C(O[BH-](OC(=O)C)OC(=O)C)(=O)C.[Na+]. (9) The reactants are: [CH3:1][C:2]1([CH3:25])[CH2:11][CH2:10][C:9]([CH3:13])([CH3:12])[C:8]2[CH:7]=[C:6]([C:14]3[N:15]=[C:16]([N:19]4[CH2:24][CH2:23][NH:22][CH2:21][CH2:20]4)[S:17][CH:18]=3)[CH:5]=[CH:4][C:3]1=2.Cl[CH2:27][CH2:28][N:29]1[CH2:33][CH2:32][O:31]C1=O.[OH-].[Na+].Cl. Given the product [CH3:1][C:2]1([CH3:25])[CH2:11][CH2:10][C:9]([CH3:12])([CH3:13])[C:8]2[CH:7]=[C:6]([C:14]3[N:15]=[C:16]([N:19]4[CH2:20][CH2:21][N:22]([CH2:27][CH2:28][NH:29][CH2:33][CH2:32][OH:31])[CH2:23][CH2:24]4)[S:17][CH:18]=3)[CH:5]=[CH:4][C:3]1=2, predict the reactants needed to synthesize it.